Dataset: Reaction yield outcomes from USPTO patents with 853,638 reactions. Task: Predict the reaction yield, written as a fraction of the theoretical maximum amount of product (1.0 means a 100% yield; for example, 0.34 means a 34% yield). (1) The reactants are Br[C:2]1[CH:3]=[CH:4][C:5]2[S:9][C:8]([CH2:10][O:11][C:12]3[C:13]([F:22])=[C:14]([C:18]([F:21])=[CH:19][CH:20]=3)[C:15]([NH2:17])=[O:16])=[N:7][C:6]=2[CH:23]=1.[CH2:24]([Sn](CCCC)(CCCC)CCCC)[CH:25]=[CH2:26]. The catalyst is CN(C=O)C.[Pd].C1(P(C2C=CC=CC=2)C2C=CC=CC=2)C=CC=CC=1.C1(P(C2C=CC=CC=2)C2C=CC=CC=2)C=CC=CC=1.C1(P(C2C=CC=CC=2)C2C=CC=CC=2)C=CC=CC=1.C1(P(C2C=CC=CC=2)C2C=CC=CC=2)C=CC=CC=1. The product is [CH2:26]([C:2]1[CH:3]=[CH:4][C:5]2[S:9][C:8]([CH2:10][O:11][C:12]3[C:13]([F:22])=[C:14]([C:18]([F:21])=[CH:19][CH:20]=3)[C:15]([NH2:17])=[O:16])=[N:7][C:6]=2[CH:23]=1)[CH:25]=[CH2:24]. The yield is 0.550. (2) The reactants are [Cl:1][C:2]1[C:7](=[O:8])[N:6]([C:9]2[CH:10]=[C:11]([CH:16]=[CH:17][C:18]=2[CH3:19])[C:12]([O:14][CH3:15])=[O:13])[C:5](S(C)(=O)=O)=[N:4][C:3]=1[O:24][CH2:25][C:26]1[CH:31]=[CH:30][C:29]([F:32])=[CH:28][C:27]=1[F:33].[CH2:34]([NH2:37])[CH:35]=[CH2:36].C(OCC)(=O)C. The catalyst is CN(C1C=CN=CC=1)C.O1CCOCC1. The product is [CH2:34]([NH:37][C:5]1[N:6]([C:9]2[CH:10]=[C:11]([CH:16]=[CH:17][C:18]=2[CH3:19])[C:12]([O:14][CH3:15])=[O:13])[C:7](=[O:8])[C:2]([Cl:1])=[C:3]([O:24][CH2:25][C:26]2[CH:31]=[CH:30][C:29]([F:32])=[CH:28][C:27]=2[F:33])[N:4]=1)[CH:35]=[CH2:36]. The yield is 0.410. (3) The reactants are C[Si]([N-][Si](C)(C)C)(C)C.[Na+].[NH2:11][C:12]1[N:16](C(OC(C)(C)C)=O)[N:15]=[C:14]([O:24][CH2:25][C:26]2[CH:31]=[C:30]([O:32][CH3:33])[CH:29]=[C:28]([O:34][CH3:35])[CH:27]=2)[CH:13]=1.[CH3:36][N:37]1[CH2:42][CH2:41][N:40]([C:43]2[CH:44]=[CH:45][C:46]([C:49](OC)=[O:50])=[N:47][CH:48]=2)[CH2:39][CH2:38]1.[NH4+].[Cl-]. The catalyst is C1COCC1.O. The product is [CH3:33][O:32][C:30]1[CH:31]=[C:26]([CH2:25][O:24][C:14]2[CH:13]=[C:12]([NH:11][C:49]([C:46]3[CH:45]=[CH:44][C:43]([N:40]4[CH2:39][CH2:38][N:37]([CH3:36])[CH2:42][CH2:41]4)=[CH:48][N:47]=3)=[O:50])[NH:16][N:15]=2)[CH:27]=[C:28]([O:34][CH3:35])[CH:29]=1. The yield is 0.350. (4) The reactants are [NH2:1][C:2]1[CH:25]=[CH:24][C:23]([N:26]2[CH2:31][CH2:30][CH2:29][CH2:28][CH2:27]2)=[CH:22][C:3]=1[C:4]([NH:6][C:7]1[CH:11]=[CH:10][N:9]([C:12]2[CH:17]=[CH:16][CH:15]=[C:14]([C:18]([F:21])([F:20])[F:19])[CH:13]=2)[N:8]=1)=[O:5].[Cl:32][CH2:33][C:34]1[N:39]=[C:38]([C:40](O)=[O:41])[CH:37]=[CH:36][CH:35]=1.CCN=C=NCCCN(C)C.Cl. The catalyst is ClCCl.CN(C)C1C=CN=CC=1. The product is [Cl:32][CH2:33][C:34]1[N:39]=[C:38]([C:40]([NH:1][C:2]2[CH:25]=[CH:24][C:23]([N:26]3[CH2:31][CH2:30][CH2:29][CH2:28][CH2:27]3)=[CH:22][C:3]=2[C:4](=[O:5])[NH:6][C:7]2[CH:11]=[CH:10][N:9]([C:12]3[CH:17]=[CH:16][CH:15]=[C:14]([C:18]([F:20])([F:21])[F:19])[CH:13]=3)[N:8]=2)=[O:41])[CH:37]=[CH:36][CH:35]=1. The yield is 0.750.